From a dataset of Forward reaction prediction with 1.9M reactions from USPTO patents (1976-2016). Predict the product of the given reaction. (1) Given the reactants CN(C)C=O.Cl[C:7]1[CH:12]=[C:11]([O:13][CH2:14][C:15]#[C:16][CH3:17])[N:10]=[CH:9][N:8]=1.C(=O)([O-])[O-].[CH3:22][CH:23]1[CH2:28][CH2:27][CH2:26][CH2:25][NH:24]1, predict the reaction product. The product is: [CH2:14]([O:13][C:11]1[CH:12]=[C:7]([N:24]2[CH2:25][CH2:26][CH2:27][CH2:28][CH:23]2[CH3:22])[N:8]=[CH:9][N:10]=1)[C:15]#[C:16][CH3:17]. (2) Given the reactants CC1(C)C(C)(C)OB([C:9]2[CH:24]=[CH:23][C:12]([O:13][C:14]3[NH:18][C:17]4[CH:19]=[CH:20][CH:21]=[CH:22][C:16]=4[N:15]=3)=[CH:11][CH:10]=2)O1.Br[C:27]1[N:28]([CH2:36][CH3:37])[N:29]=[C:30]2[CH:35]=[CH:34][CH:33]=[N:32][C:31]=12.C(=O)([O-])[O-].[Cs+].[Cs+].COCCOC.O, predict the reaction product. The product is: [NH:18]1[C:17]2[CH:19]=[CH:20][CH:21]=[CH:22][C:16]=2[N:15]=[C:14]1[O:13][C:12]1[CH:11]=[CH:10][C:9]([C:27]2[N:28]([CH2:36][CH3:37])[N:29]=[C:30]3[CH:35]=[CH:34][CH:33]=[N:32][C:31]=23)=[CH:24][CH:23]=1. (3) Given the reactants [ClH:1].[CH2:2]([O:4][C:5]1[CH:17]=[CH:16][CH:15]=[CH:14][C:6]=1[O:7][C:8]1[CH:9]=[N:10][CH:11]=[CH:12][CH:13]=1)[CH3:3], predict the reaction product. The product is: [ClH:1].[CH2:2]([O:4][C:5]1[CH:17]=[CH:16][CH:15]=[CH:14][C:6]=1[O:7][CH:8]1[CH2:13][CH2:12][CH2:11][NH:10][CH2:9]1)[CH3:3]. (4) Given the reactants Br[C:2]1[N:11]2[C:5]([CH2:6][N:7]([CH3:17])[CH2:8][C:9]3[CH:15]=[C:14]([Cl:16])[CH:13]=[CH:12][C:10]=32)=[N:4][N:3]=1.[NH:18]1[CH2:23][CH2:22][C:21]2([C:27]3[CH:28]=[CH:29][CH:30]=[CH:31][C:26]=3[C:25](=[O:32])[O:24]2)[CH2:20][CH2:19]1, predict the reaction product. The product is: [Cl:16][C:14]1[CH:13]=[CH:12][C:10]2[N:11]3[C:2]([N:18]4[CH2:23][CH2:22][C:21]5([C:27]6[CH:28]=[CH:29][CH:30]=[CH:31][C:26]=6[C:25](=[O:32])[O:24]5)[CH2:20][CH2:19]4)=[N:3][N:4]=[C:5]3[CH2:6][N:7]([CH3:17])[CH2:8][C:9]=2[CH:15]=1. (5) Given the reactants [Cl:1][C:2]1[CH:3]=[C:4]([NH:15][C:16]2[C:25]3[C:20](=[CH:21][C:22](F)=[C:23]([O:26][CH3:27])[CH:24]=3)[N:19]=[CH:18][C:17]=2[C:29]#[N:30])[CH:5]=[CH:6][C:7]=1[S:8][C:9]1[CH:14]=[CH:13][CH:12]=[CH:11][N:10]=1.[CH3:31][N:32]1[CH2:36][CH2:35][CH2:34][C:33]1=O, predict the reaction product. The product is: [Cl:1][C:2]1[CH:3]=[C:4]([NH:15][C:16]2[C:25]3[C:20](=[CH:21][C:22]([N:10]4[CH2:11][CH2:12][CH:31]([N:32]5[CH2:36][CH2:35][CH2:34][CH2:33]5)[CH2:14][CH2:9]4)=[C:23]([O:26][CH3:27])[CH:24]=3)[N:19]=[CH:18][C:17]=2[C:29]#[N:30])[CH:5]=[CH:6][C:7]=1[S:8][C:9]1[CH:14]=[CH:13][CH:12]=[CH:11][N:10]=1.